This data is from Reaction yield outcomes from USPTO patents with 853,638 reactions. The task is: Predict the reaction yield, written as a fraction of the theoretical maximum amount of product (1.0 means a 100% yield; for example, 0.34 means a 34% yield). (1) The reactants are Cl[C:2]1C=C(SC2C3C(=CC(C)=CC=3)NC=2CCC(N)=O)C=C(Cl)C=1.[Cl:25][C:26]1[CH:31]=[CH:30][C:29]([S:32][C:33]2[C:41]3[C:36](=[CH:37][CH:38]=[CH:39][C:40]=3[CH3:42])[NH:35][C:34]=2[C:43]([OH:45])=[O:44])=[CH:28][CH:27]=1.C(Cl)(=O)C(Cl)=O.CO. The catalyst is C1COCC1. The product is [Cl:25][C:26]1[CH:27]=[CH:28][C:29]([S:32][C:33]2[C:41]3[C:36](=[CH:37][CH:38]=[CH:39][C:40]=3[CH3:42])[NH:35][C:34]=2[C:43]([O:45][CH3:2])=[O:44])=[CH:30][CH:31]=1. The yield is 0.810. (2) The reactants are C(N(CC)CC)C.Br[CH2:9][C:10]([O:12][CH2:13][CH3:14])=[O:11].[F:15][CH2:16][C:17]1[N:18]([C:23]2[C:32]3[CH2:31][CH2:30][CH2:29][CH2:28][C:27]=3[C:26]([CH3:33])=[CH:25][CH:24]=2)[C:19]([SH:22])=[N:20][N:21]=1. The catalyst is ClCCl. The product is [F:15][CH2:16][C:17]1[N:18]([C:23]2[C:32]3[CH2:31][CH2:30][CH2:29][CH2:28][C:27]=3[C:26]([CH3:33])=[CH:25][CH:24]=2)[C:19]([S:22][CH2:9][C:10]([O:12][CH2:13][CH3:14])=[O:11])=[N:20][N:21]=1. The yield is 0.890. (3) The reactants are [N+:1]([C:4]1[CH:5]=[C:6]2[C:10](=[CH:11][CH:12]=1)[NH:9][C:8]([C:13]1[CH:18]=[CH:17][CH:16]=[CH:15][CH:14]=1)=[CH:7]2)([O-])=O. The catalyst is CO.[Ni]. The product is [C:13]1([C:8]2[NH:9][C:10]3[C:6]([CH:7]=2)=[CH:5][C:4]([NH2:1])=[CH:12][CH:11]=3)[CH:14]=[CH:15][CH:16]=[CH:17][CH:18]=1. The yield is 0.770. (4) The reactants are [Cl:1][C:2]1[CH:3]=[CH:4][C:5]([NH:10][C:11]2[C:16]([Cl:17])=[CH:15][N:14]=[C:13](Cl)[CH:12]=2)=[C:6]([CH:9]=1)[C:7]#[N:8].[CH3:19][C:20]1[CH:24]=[C:23]([NH2:25])[N:22]([CH:26]([CH3:28])[CH3:27])[N:21]=1.C(=O)([O-])[O-].[Cs+].[Cs+].C1C=CC(P(C2C(OC3C(P(C4C=CC=CC=4)C4C=CC=CC=4)=CC=CC=3)=CC=CC=2)C2C=CC=CC=2)=CC=1. The catalyst is O1CCOCC1.C([O-])(=O)C.[Pd+2].C([O-])(=O)C. The product is [Cl:1][C:2]1[CH:3]=[CH:4][C:5]([NH:10][C:11]2[C:16]([Cl:17])=[CH:15][N:14]=[C:13]([NH:25][C:23]3[N:22]([CH:26]([CH3:28])[CH3:27])[N:21]=[C:20]([CH3:19])[CH:24]=3)[CH:12]=2)=[C:6]([CH:9]=1)[C:7]#[N:8]. The yield is 0.351. (5) The reactants are C(O[BH-](OC(=O)C)OC(=O)C)(=O)C.[Na+].[CH:15]12[NH:26][CH:23]([CH2:24][CH2:25]1)[CH2:22][C:21]1[CH:20]=[CH:19][C:18]([NH:27][C:28]3[N:33]=[C:32]([NH:34][C:35]4[CH:44]=[CH:43][CH:42]=[CH:41][C:36]=4[C:37]([NH:39][CH3:40])=[O:38])[C:31]([Cl:45])=[CH:30][N:29]=3)=[CH:17][C:16]2=1.[CH3:46][C:47]([CH3:49])=O.ClC(Cl)C. The catalyst is C(O)(=O)C. The product is [Cl:45][C:31]1[C:32]([NH:34][C:35]2[CH:44]=[CH:43][CH:42]=[CH:41][C:36]=2[C:37]([NH:39][CH3:40])=[O:38])=[N:33][C:28]([NH:27][C:18]2[CH:19]=[CH:20][C:21]3[CH2:22][CH:23]4[N:26]([CH:47]([CH3:49])[CH3:46])[CH:15]([CH2:25][CH2:24]4)[C:16]=3[CH:17]=2)=[N:29][CH:30]=1. The yield is 0.820. (6) The reactants are [O:1]([C:8]1[CH:9]=[C:10]([C:14]23[CH2:21][CH2:20][C:17]([CH2:22][OH:23])([CH2:18][CH2:19]2)[CH2:16][O:15]3)[CH:11]=[CH:12][CH:13]=1)[C:2]1[CH:7]=[CH:6][CH:5]=[CH:4][CH:3]=1.[C:24]([O:28][C:29]([CH3:32])([CH3:31])[CH3:30])(=[O:27])[CH:25]=[CH2:26]. The catalyst is CO.C1(C)C=CC=CC=1. The product is [O:1]([C:8]1[CH:9]=[C:10]([C:14]23[CH2:21][CH2:20][C:17]([CH2:22][O:23][CH2:26][CH2:25][C:24]([O:28][C:29]([CH3:32])([CH3:31])[CH3:30])=[O:27])([CH2:18][CH2:19]2)[CH2:16][O:15]3)[CH:11]=[CH:12][CH:13]=1)[C:2]1[CH:7]=[CH:6][CH:5]=[CH:4][CH:3]=1. The yield is 0.850. (7) The reactants are [S:1]1[CH:5]=[CH:4][CH:3]=[C:2]1[CH2:6][NH:7][C:8]([C:10]1[N:11]=[C:12]2[C:17]([C:18](=[NH:21])[NH:19][OH:20])=[CH:16][C:15]([C:22]3[CH:26]=[CH:25][O:24][CH:23]=3)=[CH:14][N:13]2[C:27]=1[Cl:28])=[O:9].[C:29](O)(=O)[CH2:30][CH2:31][CH2:32][CH2:33][CH3:34].CN(C(ON1N=NC2C=CC=CC1=2)=[N+](C)C)C.F[P-](F)(F)(F)(F)F.C(N(C(C)C)CC)(C)C.C([O-])(O)=O.[Na+]. The yield is 0.220. The catalyst is CN(C=O)C. The product is [S:1]1[CH:5]=[CH:4][CH:3]=[C:2]1[CH2:6][NH:7][C:8]([C:10]1[N:11]=[C:12]2[C:17]([C:18]3[N:21]=[C:29]([CH2:30][CH2:31][CH2:32][CH2:33][CH3:34])[O:20][N:19]=3)=[CH:16][C:15]([C:22]3[CH:26]=[CH:25][O:24][CH:23]=3)=[CH:14][N:13]2[C:27]=1[Cl:28])=[O:9].